From a dataset of Catalyst prediction with 721,799 reactions and 888 catalyst types from USPTO. Predict which catalyst facilitates the given reaction. (1) Reactant: [NH2:1][C:2]1[CH:3]=[CH:4][C:5]([C:8]2[N:13]=[C:12]([OH:14])[CH:11]=[C:10]([C:15]([F:18])([F:17])[F:16])[N:9]=2)=[N:6][CH:7]=1.C(N(CC)CC)C.[Cl:26][CH2:27][C:28](Cl)=[O:29]. Product: [Cl:26][CH2:27][C:28]([NH:1][C:2]1[CH:7]=[N:6][C:5]([C:8]2[N:13]=[C:12]([OH:14])[CH:11]=[C:10]([C:15]([F:18])([F:17])[F:16])[N:9]=2)=[CH:4][CH:3]=1)=[O:29]. The catalyst class is: 1. (2) Reactant: [C:1]([O:5][C:6]([NH:8][CH2:9][C:10]1[C:11]([C:27]2[CH:32]=[CH:31][C:30]([CH3:33])=[CH:29][CH:28]=2)=[C:12]([CH2:23][C:24]([OH:26])=O)[C:13]([CH2:21][CH3:22])=[N:14][C:15]=1[CH2:16][C:17]([CH3:20])([CH3:19])[CH3:18])=[O:7])([CH3:4])([CH3:3])[CH3:2].Cl.[CH3:35][S:36]([C:39]1[CH:40]=[C:41]([CH:43]=[CH:44][CH:45]=1)[NH2:42])(=[O:38])=[O:37].C(N(CC)C(C)C)(C)C.F[P-](F)(F)(F)(F)F.N1(OC(N(C)C)=[N+](C)C)C2N=CC=CC=2N=N1. Product: [C:1]([O:5][C:6](=[O:7])[NH:8][CH2:9][C:10]1[C:15]([CH2:16][C:17]([CH3:18])([CH3:20])[CH3:19])=[N:14][C:13]([CH2:21][CH3:22])=[C:12]([CH2:23][C:24]([NH:42][C:41]2[CH:43]=[CH:44][CH:45]=[C:39]([S:36]([CH3:35])(=[O:38])=[O:37])[CH:40]=2)=[O:26])[C:11]=1[C:27]1[CH:32]=[CH:31][C:30]([CH3:33])=[CH:29][CH:28]=1)([CH3:3])([CH3:4])[CH3:2]. The catalyst class is: 9. (3) Reactant: C([O:3][C:4](=O)[C:5]([F:17])([F:16])[C:6]1[CH:15]=[CH:14][C:13]2[C:8](=[CH:9][CH:10]=[CH:11][CH:12]=2)[N:7]=1)C.[BH4-].[Na+]. Product: [F:17][C:5]([F:16])([C:6]1[CH:15]=[CH:14][C:13]2[C:8](=[CH:9][CH:10]=[CH:11][CH:12]=2)[N:7]=1)[CH2:4][OH:3]. The catalyst class is: 8. (4) Reactant: C([O:3][C:4]([C:6]1[S:10][C:9]([NH:11][C:12]([C:25]2[CH:30]=[CH:29][CH:28]=[CH:27][CH:26]=2)([C:19]2[CH:24]=[CH:23][CH:22]=[CH:21][CH:20]=2)[C:13]2[CH:18]=[CH:17][CH:16]=[CH:15][CH:14]=2)=[N:8][C:7]=1[CH3:31])=[O:5])C.[OH-].[Na+].C(OCC)(=O)C. Product: [CH3:31][C:7]1[N:8]=[C:9]([NH:11][C:12]([C:19]2[CH:24]=[CH:23][CH:22]=[CH:21][CH:20]=2)([C:13]2[CH:14]=[CH:15][CH:16]=[CH:17][CH:18]=2)[C:25]2[CH:30]=[CH:29][CH:28]=[CH:27][CH:26]=2)[S:10][C:6]=1[C:4]([OH:5])=[O:3]. The catalyst class is: 40. (5) Reactant: [CH2:1]([N:3]([CH2:19][CH3:20])[C:4]([C:6]1[CH:11]=[CH:10][N:9]2[C:12](I)=[C:13]([CH:15]([CH3:17])[CH3:16])[N:14]=[C:8]2[CH:7]=1)=[O:5])[CH3:2].P([O-])([O-])([O-])=O.[K+].[K+].[K+].[CH:29]1([SH:35])[CH2:34][CH2:33][CH2:32][CH2:31][CH2:30]1.O. Product: [CH:29]1([S:35][C:12]2[N:9]3[CH:10]=[CH:11][C:6]([C:4]([N:3]([CH2:19][CH3:20])[CH2:1][CH3:2])=[O:5])=[CH:7][C:8]3=[N:14][C:13]=2[CH:15]([CH3:17])[CH3:16])[CH2:34][CH2:33][CH2:32][CH2:31][CH2:30]1. The catalyst class is: 846.